This data is from Full USPTO retrosynthesis dataset with 1.9M reactions from patents (1976-2016). The task is: Predict the reactants needed to synthesize the given product. (1) Given the product [Cl:23][C:24]1[CH:29]=[CH:28][C:27]([N:3]2[C@H:4]3[CH2:22][CH2:21][CH2:20][CH2:19][C@@H:5]3[N:6]([C:7]3[CH:14]=[CH:13][C:10]([C:11]#[N:12])=[C:9]([C:15]([F:18])([F:16])[F:17])[CH:8]=3)[C:2]2=[O:1])=[CH:26][CH:25]=1, predict the reactants needed to synthesize it. The reactants are: [O:1]=[C:2]1[N:6]([C:7]2[CH:14]=[CH:13][C:10]([C:11]#[N:12])=[C:9]([C:15]([F:18])([F:17])[F:16])[CH:8]=2)[C@H:5]2[CH2:19][CH2:20][CH2:21][CH2:22][C@@H:4]2[NH:3]1.[Cl:23][C:24]1[CH:29]=[CH:28][C:27](I)=[CH:26][CH:25]=1. (2) Given the product [NH2:13][C:5]1[CH:4]=[CH:3][C:2]([Br:1])=[C:11]2[C:6]=1[CH:7]=[C:8]([OH:12])[CH:9]=[CH:10]2, predict the reactants needed to synthesize it. The reactants are: [Br:1][C:2]1[C:11]2[C:6](=[CH:7][C:8]([OH:12])=[CH:9][CH:10]=2)[C:5]([NH:13]C(=O)OC(C)(C)C)=[CH:4][CH:3]=1. (3) Given the product [OH:35][C:32]1[CH:33]=[CH:34][C:29]([C:13]2[C:14]([C:19]#[N:20])=[N:15][CH:16]=[CH:17][N:18]=2)=[CH:30][CH:31]=1, predict the reactants needed to synthesize it. The reactants are: OCC1C=CC(B(O)O)=CC=1.Cl[C:13]1[C:14]([C:19]#[N:20])=[N:15][CH:16]=[CH:17][N:18]=1.CC1(C)C(C)(C)OB([C:29]2[CH:34]=[CH:33][C:32]([OH:35])=[CH:31][CH:30]=2)O1. (4) Given the product [CH3:21][O:20][CH2:19][CH2:18][CH2:9][C:2](=[O:1])[CH2:3][C:4]([O:6][CH2:7][CH3:8])=[O:5], predict the reactants needed to synthesize it. The reactants are: [O:1]=[C:2]([CH3:9])[CH2:3][C:4]([O:6][CH2:7][CH3:8])=[O:5].[H-].[Na+].[Li]CCCC.Br[CH2:18][CH2:19][O:20][CH3:21].